Dataset: Forward reaction prediction with 1.9M reactions from USPTO patents (1976-2016). Task: Predict the product of the given reaction. (1) The product is: [F:1][C:2]([F:14])([F:13])[O:3][C:4]1[CH:9]=[CH:8][C:7]([C:16]2[CH:22]=[CH:21][C:19]([NH2:20])=[CH:18][CH:17]=2)=[CH:6][CH:5]=1. Given the reactants [F:1][C:2]([F:14])([F:13])[O:3][C:4]1[CH:9]=[CH:8][C:7](B(O)O)=[CH:6][CH:5]=1.Br[C:16]1[CH:22]=[CH:21][C:19]([NH2:20])=[CH:18][CH:17]=1.C(=O)([O-])[O-].[K+].[K+], predict the reaction product. (2) The product is: [C:1]([C:3]1[CH:4]=[C:5]([C:6]2[O:8][N:56]=[C:39]([C:40]3[CH:41]=[C:42]4[C:46](=[CH:47][CH:48]=3)[N:45]([CH2:49][CH2:50][C:51]([O:53][CH2:54][CH3:55])=[O:52])[CH:44]=[CH:43]4)[N:38]=2)[CH:9]=[CH:10][C:11]=1[O:12][CH:13]([CH3:15])[CH3:14])#[N:2]. Given the reactants [C:1]([C:3]1[CH:4]=[C:5]([CH:9]=[CH:10][C:11]=1[O:12][CH:13]([CH3:15])[CH3:14])[C:6]([OH:8])=O)#[N:2].CCN=C=NCCCN(C)C.C1C=CC2N(O)N=NC=2C=1.O[NH:38][C:39](=[NH:56])[C:40]1[CH:41]=[C:42]2[C:46](=[CH:47][CH:48]=1)[N:45]([CH2:49][CH2:50][C:51]([O:53][CH2:54][CH3:55])=[O:52])[CH:44]=[CH:43]2, predict the reaction product.